From a dataset of Reaction yield outcomes from USPTO patents with 853,638 reactions. Predict the reaction yield, written as a fraction of the theoretical maximum amount of product (1.0 means a 100% yield; for example, 0.34 means a 34% yield). The catalyst is C(Cl)Cl. The yield is 0.240. The product is [N+:1]([C:4]1[CH:9]=[CH:8][CH:7]=[CH:6][C:5]=1[NH:10][C:11]1[N:16]=[C:15]([N:17]2[CH2:22][CH2:21][CH2:20][CH:19]([NH:23][S:64]([CH2:61][CH2:62][CH3:63])(=[O:66])=[O:65])[CH2:18]2)[CH:14]=[CH:13][N:12]=1)([O-:3])=[O:2]. The reactants are [N+:1]([C:4]1[CH:9]=[CH:8][CH:7]=[CH:6][C:5]=1[NH:10][C:11]1[N:16]=[C:15]([N:17]2[CH2:22][CH2:21][CH2:20][CH:19]([NH:23]C(=O)OC(C)(C)C)[CH2:18]2)[CH:14]=[CH:13][N:12]=1)([O-:3])=[O:2].C(O)(C(F)(F)F)=O.NC1CCCN(C2C=CN=C(NC3C=CC=CC=3[N+]([O-])=O)N=2)C1.[CH2:61]([S:64](Cl)(=[O:66])=[O:65])[CH2:62][CH3:63].C(N(CC)CC)C.